This data is from Forward reaction prediction with 1.9M reactions from USPTO patents (1976-2016). The task is: Predict the product of the given reaction. (1) Given the reactants CC(CSC[C@H]1[O:11][C@@H:10](N2C3NC=NC(=O)C=3N=C2)[C@H](O)[C@@H]1O)C.Cl.[CH3:25][O:26][C:27](=[O:32])[C@H:28]([CH2:30][OH:31])[NH2:29].C(Cl)(Cl)=O, predict the reaction product. The product is: [CH3:25][O:26][C:27]([CH:28]1[CH2:30][O:31][C:10](=[O:11])[NH:29]1)=[O:32]. (2) Given the reactants [CH:1]1([N:6]2[CH2:12][C:11]([F:14])([F:13])[C:10](=[O:15])[N:9]([CH3:16])[C:8]3[CH:17]=[N:18][C:19]([NH:21][C:22]4[CH:30]=[CH:29][C:25]([C:26](O)=[O:27])=[CH:24][C:23]=4[O:31][CH3:32])=[N:20][C:7]2=3)[CH2:5][CH2:4][CH2:3][CH2:2]1.F[P-](F)(F)(F)(F)F.CN(C(N(C)C)=[N+]1C2C(=NC=CC=2)[N+]([O-])=N1)C.[C:57]([O:61][C:62](=[O:71])[NH:63][C@H:64]1[CH2:69][CH2:68][C@@H:67]([NH2:70])[CH2:66][CH2:65]1)([CH3:60])([CH3:59])[CH3:58].[OH-].[Na+], predict the reaction product. The product is: [C:57]([O:61][C:62](=[O:71])[NH:63][C@H:64]1[CH2:65][CH2:66][C@@H:67]([NH:70][C:26](=[O:27])[C:25]2[CH:29]=[CH:30][C:22]([NH:21][C:19]3[N:18]=[CH:17][C:8]4[N:9]([CH3:16])[C:10](=[O:15])[C:11]([F:13])([F:14])[CH2:12][N:6]([CH:1]5[CH2:5][CH2:4][CH2:3][CH2:2]5)[C:7]=4[N:20]=3)=[C:23]([O:31][CH3:32])[CH:24]=2)[CH2:68][CH2:69]1)([CH3:60])([CH3:58])[CH3:59].